From a dataset of Catalyst prediction with 721,799 reactions and 888 catalyst types from USPTO. Predict which catalyst facilitates the given reaction. (1) Reactant: [F:1][C:2]([F:11])([F:10])[C:3]1[CH:9]=[CH:8][C:6]([NH2:7])=[CH:5][CH:4]=1.C(N(CC)CC)C.[C:19]([C:23]1[CH:27]=[C:26]([C:28](Cl)=[O:29])[N:25]([CH3:31])[N:24]=1)([CH3:22])([CH3:21])[CH3:20]. Product: [F:1][C:2]([F:10])([F:11])[C:3]1[CH:9]=[CH:8][C:6]([NH:7][C:28]([C:26]2[N:25]([CH3:31])[N:24]=[C:23]([C:19]([CH3:21])([CH3:20])[CH3:22])[CH:27]=2)=[O:29])=[CH:5][CH:4]=1. The catalyst class is: 4. (2) Product: [F:14][C:10]1[CH:9]=[C:8]2[C:13](=[CH:12][CH:11]=1)[N:5]([CH2:4][C:3]([OH:32])=[O:2])[C:6]([CH3:31])=[C:7]2[CH2:15][C:16]1[CH:17]=[N:18][CH:19]=[CH:20][C:21]=1[S:22]([C:25]1[CH:26]=[CH:27][CH:28]=[CH:29][CH:30]=1)(=[O:24])=[O:23]. Reactant: C[O:2][C:3](=[O:32])[CH2:4][N:5]1[C:13]2[C:8](=[CH:9][C:10]([F:14])=[CH:11][CH:12]=2)[C:7]([CH2:15][C:16]2[CH:17]=[N:18][CH:19]=[CH:20][C:21]=2[S:22]([C:25]2[CH:30]=[CH:29][CH:28]=[CH:27][CH:26]=2)(=[O:24])=[O:23])=[C:6]1[CH3:31].[OH-].[Na+].Cl. The catalyst class is: 7. (3) Reactant: CC(C)([O-])C.[K+].[CH3:7][C:8]1[N:9]([C:14]2[N:19]=[C:18]([CH2:20][CH2:21][CH2:22][OH:23])[CH:17]=[CH:16][CH:15]=2)[C:10]([CH3:13])=[CH:11][CH:12]=1.F[C:25]1[CH:30]=[CH:29][C:28]([N+:31]([O-:33])=[O:32])=[CH:27][CH:26]=1.C(OCC)(=O)C. Product: [CH3:7][C:8]1[N:9]([C:14]2[CH:15]=[CH:16][CH:17]=[C:18]([CH2:20][CH2:21][CH2:22][O:23][C:25]3[CH:30]=[CH:29][C:28]([N+:31]([O-:33])=[O:32])=[CH:27][CH:26]=3)[N:19]=2)[C:10]([CH3:13])=[CH:11][CH:12]=1. The catalyst class is: 30. (4) Reactant: C([NH:9][C:10]([NH:12][C:13]1[CH:14]=[C:15]2[C:20](=[CH:21][CH:22]=1)[N:19]=[C:18]([NH:23][C@H:24]1[C:32]3[C:27](=[CH:28][CH:29]=[CH:30][CH:31]=3)[CH2:26][CH2:25]1)[CH:17]=[CH:16]2)=[S:11])(=O)C1C=CC=CC=1.[OH-].[Na+]. Product: [C@H:24]1([NH:23][C:18]2[CH:17]=[CH:16][C:15]3[C:20](=[CH:21][CH:22]=[C:13]([NH:12][C:10]([NH2:9])=[S:11])[CH:14]=3)[N:19]=2)[C:32]2[C:27](=[CH:28][CH:29]=[CH:30][CH:31]=2)[CH2:26][CH2:25]1. The catalyst class is: 24.